From a dataset of Full USPTO retrosynthesis dataset with 1.9M reactions from patents (1976-2016). Predict the reactants needed to synthesize the given product. (1) The reactants are: [CH3:1][N:2]1[CH2:26][CH2:25][C:5]2[N:6]([CH2:14][C:15]([C:18]3[CH:19]=[N:20][C:21]([CH3:24])=[CH:22][CH:23]=3)(O)[CH3:16])[C:7]3[CH:8]=[CH:9][C:10]([CH3:13])=[CH:11][C:12]=3[C:4]=2[CH2:3]1.S(=O)(=O)(O)O.[OH-].[K+]. Given the product [CH3:1][N:2]1[CH2:26][CH2:25][C:5]2[N:6](/[CH:14]=[C:15](/[C:18]3[CH:19]=[N:20][C:21]([CH3:24])=[CH:22][CH:23]=3)\[CH3:16])[C:7]3[CH:8]=[CH:9][C:10]([CH3:13])=[CH:11][C:12]=3[C:4]=2[CH2:3]1, predict the reactants needed to synthesize it. (2) Given the product [Br:1][C:2]1[CH:9]=[CH:8][C:5]([CH3:6])=[CH:4][CH:3]=1.[C:10]1([S:11]([C:13]2[CH:6]=[CH:5][CH:8]=[CH:9][CH:2]=2)=[O:12])[CH:8]=[CH:9][CH:2]=[CH:3][CH:4]=1, predict the reactants needed to synthesize it. The reactants are: [Br:1][C:2]1[CH:9]=[CH:8][C:5]([CH:6]=O)=[CH:4][CH:3]=1.[CH3:10][S:11]([CH3:13])=[O:12]. (3) Given the product [Cl:23][C:24]1[CH:25]=[C:26]([CH:30]=[CH:31][CH:32]=1)[C:27]([N:9]1[CH2:10][CH2:11][CH2:12][C:6]2([O:1][C:2]3[C:20]4[C:15]([C:14](=[O:21])[C:13](=[O:22])[C:3]=3[S:4][CH2:5]2)=[CH:16][CH:17]=[CH:18][CH:19]=4)[CH2:7][CH2:8]1)=[O:28], predict the reactants needed to synthesize it. The reactants are: [O:1]1[C:6]2([CH2:12][CH2:11][CH2:10][NH:9][CH2:8][CH2:7]2)[CH2:5][S:4][C:3]2[C:13](=[O:22])[C:14](=[O:21])[C:15]3[C:20]([C:2]1=2)=[CH:19][CH:18]=[CH:17][CH:16]=3.[Cl:23][C:24]1[CH:25]=[C:26]([CH:30]=[CH:31][CH:32]=1)[C:27](Cl)=[O:28]. (4) The reactants are: [NH2:1][C:2]1[C:3]([OH:9])=[N:4][CH:5]=[C:6]([Br:8])[CH:7]=1.C(N(CC)CC)C.[F:17][C:18]([F:29])([F:28])[C:19]1[CH:27]=[CH:26][C:22]([C:23](Cl)=[O:24])=[CH:21][CH:20]=1.C(=O)([O-])[O-].[K+].[K+]. Given the product [Br:8][C:6]1[CH:7]=[C:2]([NH:1][C:23](=[O:24])[C:22]2[CH:26]=[CH:27][C:19]([C:18]([F:17])([F:28])[F:29])=[CH:20][CH:21]=2)[C:3]([OH:9])=[N:4][CH:5]=1, predict the reactants needed to synthesize it. (5) Given the product [CH:5]([O:18][CH2:19][CH2:20][C@H:21]1[CH2:26][CH2:25][N:24]([CH2:27][C@@H:28]([C:30]2[CH:31]=[CH:32][C:33]([F:36])=[CH:34][CH:35]=2)[OH:29])[CH2:23][C@@H:22]1[OH:37])([C:6]1[CH:7]=[CH:8][CH:9]=[CH:10][CH:11]=1)[C:12]1[CH:17]=[CH:16][CH:15]=[CH:14][CH:13]=1, predict the reactants needed to synthesize it. The reactants are: C(Cl)(Cl)Cl.[CH:5]([O:18][CH2:19][CH2:20][C@H:21]1[CH2:26][CH2:25][N:24]([CH2:27][C@H:28]([C:30]2[CH:35]=[CH:34][C:33]([F:36])=[CH:32][CH:31]=2)[OH:29])[CH2:23][C@@H:22]1[OH:37])([C:12]1[CH:17]=[CH:16][CH:15]=[CH:14][CH:13]=1)[C:6]1[CH:11]=[CH:10][CH:9]=[CH:8][CH:7]=1.C([O-])([O-])=O.[K+].[K+]. (6) Given the product [CH3:25][C:26]1[CH:31]=[CH:30][C:29]([C:32]2[NH:36][N:35]=[N:34][N:33]=2)=[CH:28][C:27]=1[NH:37][C:22]([C:10]1[C:11](=[O:21])[NH:12][C:13]2[C:8]([CH:9]=1)=[CH:7][C:6]([O:5][CH2:4][CH2:3][O:2][CH3:1])=[C:15]([O:16][CH2:17][CH2:18][O:19][CH3:20])[CH:14]=2)=[O:24], predict the reactants needed to synthesize it. The reactants are: [CH3:1][O:2][CH2:3][CH2:4][O:5][C:6]1[CH:7]=[C:8]2[C:13](=[CH:14][C:15]=1[O:16][CH2:17][CH2:18][O:19][CH3:20])[NH:12][C:11](=[O:21])[C:10]([C:22]([OH:24])=O)=[CH:9]2.[CH3:25][C:26]1[CH:31]=[CH:30][C:29]([C:32]2[N:33]=[N:34][NH:35][N:36]=2)=[CH:28][C:27]=1[NH2:37].